Dataset: Full USPTO retrosynthesis dataset with 1.9M reactions from patents (1976-2016). Task: Predict the reactants needed to synthesize the given product. Given the product [CH2:1]([N:8]1[C:12]2[N:13]=[CH:26][C:19]3[CH:18]=[C:17]([Br:20])[C:16]([O:21][CH3:22])=[CH:15][C:14]=3[C:11]=2[C:10]([CH:23]2[CH2:25][CH2:24]2)=[N:9]1)[C:2]1[CH:7]=[CH:6][CH:5]=[CH:4][CH:3]=1, predict the reactants needed to synthesize it. The reactants are: [CH2:1]([N:8]1[C:12]([NH2:13])=[C:11]([C:14]2[CH:19]=[CH:18][C:17]([Br:20])=[C:16]([O:21][CH3:22])[CH:15]=2)[C:10]([CH:23]2[CH2:25][CH2:24]2)=[N:9]1)[C:2]1[CH:7]=[CH:6][CH:5]=[CH:4][CH:3]=1.[CH2:26]=O.